This data is from Full USPTO retrosynthesis dataset with 1.9M reactions from patents (1976-2016). The task is: Predict the reactants needed to synthesize the given product. Given the product [F:1][C:2]1[CH:7]=[CH:6][C:5]([N:8]2[C:16]3[C:11](=[CH:12][C:13]([O:17][C@H:18]([C:22]4[CH:27]=[CH:26][C:25]([C:28]([F:29])([F:31])[F:30])=[CH:24][CH:23]=4)[C@@H:19]([NH:21][C:36]([C:33]4([OH:32])[CH2:35][CH2:34]4)=[O:37])[CH3:20])=[CH:14][CH:15]=3)[CH:10]=[N:9]2)=[CH:4][CH:3]=1, predict the reactants needed to synthesize it. The reactants are: [F:1][C:2]1[CH:7]=[CH:6][C:5]([N:8]2[C:16]3[C:11](=[CH:12][C:13]([O:17][C@H:18]([C:22]4[CH:27]=[CH:26][C:25]([C:28]([F:31])([F:30])[F:29])=[CH:24][CH:23]=4)[C@@H:19]([NH2:21])[CH3:20])=[CH:14][CH:15]=3)[CH:10]=[N:9]2)=[CH:4][CH:3]=1.[OH:32][C:33]1([C:36](O)=[O:37])[CH2:35][CH2:34]1.